This data is from Forward reaction prediction with 1.9M reactions from USPTO patents (1976-2016). The task is: Predict the product of the given reaction. Given the reactants [CH:1]1([CH2:5][C:6]2[N:7]=[C:8](C(OCC)=O)[S:9][CH:10]=2)[CH2:4][CH2:3][CH2:2]1.[OH-].[K+].Cl, predict the reaction product. The product is: [CH:1]1([CH2:5][C:6]2[N:7]=[CH:8][S:9][CH:10]=2)[CH2:4][CH2:3][CH2:2]1.